From a dataset of Full USPTO retrosynthesis dataset with 1.9M reactions from patents (1976-2016). Predict the reactants needed to synthesize the given product. (1) Given the product [Br:43][C:22]1[N:23]([S:24]([C:27]2[CH:28]=[CH:29][CH:30]=[CH:31][CH:32]=2)(=[O:26])=[O:25])[C:19]2[N:18]=[CH:17][C:15]3[CH2:16][N:11]([C:5]4[CH:6]=[C:7]([O:9][CH3:10])[CH:8]=[C:3]([O:2][CH3:1])[CH:4]=4)[C:12](=[O:34])[N:13]([CH3:33])[C:14]=3[C:20]=2[CH:21]=1, predict the reactants needed to synthesize it. The reactants are: [CH3:1][O:2][C:3]1[CH:4]=[C:5]([N:11]2[CH2:16][C:15]3[CH:17]=[N:18][C:19]4[N:23]([S:24]([C:27]5[CH:32]=[CH:31][CH:30]=[CH:29][CH:28]=5)(=[O:26])=[O:25])[CH:22]=[CH:21][C:20]=4[C:14]=3[N:13]([CH3:33])[C:12]2=[O:34])[CH:6]=[C:7]([O:9][CH3:10])[CH:8]=1.C([N-]C(C)C)(C)C.[Li+].[Br:43]C(Cl)(Cl)C(Br)(Cl)Cl. (2) Given the product [F:1][C:2]1[CH:3]=[C:4]2[C:8](=[C:9]([CH3:11])[CH:10]=1)[N:7]([CH2:21][C@@:22]([C:25]1[CH:26]=[N:27][CH:28]=[CH:29][CH:30]=1)([OH:23])[CH3:24])[C:6]1[CH2:12][C@@H:13]3[N:17]([CH2:18][C:5]2=1)[CH2:16][CH2:15][CH2:14]3, predict the reactants needed to synthesize it. The reactants are: [F:1][C:2]1[CH:3]=[C:4]2[C:8](=[C:9]([CH3:11])[CH:10]=1)[NH:7][C:6]1[CH2:12][C@@H:13]3[N:17]([CH2:18][C:5]2=1)[CH2:16][CH2:15][CH2:14]3.[H-].[Na+].[CH3:21][C:22]1([C:25]2[CH:26]=[N:27][CH:28]=[CH:29][CH:30]=2)[CH2:24][O:23]1. (3) The reactants are: [CH:1]12[CH2:6][CH:5]1[C:4](=[O:7])[O:3][C:2]2=O.[CH2:9]([NH2:16])[C:10]1[CH:15]=[CH:14][CH:13]=[CH:12][CH:11]=1.O. Given the product [CH2:9]([N:16]1[C:4](=[O:7])[CH:5]2[CH:1]([CH2:6]2)[C:2]1=[O:3])[C:10]1[CH:15]=[CH:14][CH:13]=[CH:12][CH:11]=1, predict the reactants needed to synthesize it. (4) Given the product [N:12]1[CH:13]=[CH:14][CH:15]=[C:10]2[C:7]3[CH:8]=[CH:9][C:4]([NH2:1])=[CH:5][C:6]=3[O:16][C:11]=12, predict the reactants needed to synthesize it. The reactants are: [N+:1]([C:4]1[CH:9]=[CH:8][C:7]2[C:10]3[C:11]([O:16][C:6]=2[CH:5]=1)=[N:12][CH:13]=[CH:14][CH:15]=3)([O-])=O.[H][H].